Task: Predict the reaction yield, written as a fraction of the theoretical maximum amount of product (1.0 means a 100% yield; for example, 0.34 means a 34% yield).. Dataset: Reaction yield outcomes from USPTO patents with 853,638 reactions (1) The reactants are [F:1][C:2]1[CH:3]=[CH:4][C:5]([NH:8][NH2:9])=[N:6][CH:7]=1.[CH3:10][C:11]([N:16]1[CH2:20][CH2:19][CH2:18][CH2:17]1)([CH3:15])[C:12](O)=[O:13].C(Cl)CCl.C1C=CC2N(O)N=NC=2C=1.O. The catalyst is CN(C=O)C. The product is [F:1][C:2]1[CH:3]=[CH:4][C:5]([NH:8][NH:9][C:12](=[O:13])[C:11]([CH3:15])([N:16]2[CH2:20][CH2:19][CH2:18][CH2:17]2)[CH3:10])=[N:6][CH:7]=1. The yield is 0.620. (2) The reactants are [Br-:1].[CH3:2][N:3]([CH3:39])[C:4]1[CH:5]=[CH:6][C:7]2[C:16]([CH:17]=1)=[O+:15][C:14]1[C:9](=[CH:10][CH:11]=[C:12]([N:18]([CH3:20])[CH3:19])[CH:13]=1)[C:8]=2[C:21]1[CH:26]=[CH:25][C:24]([N+:27]([O-])=O)=[C:23]([NH2:30])[C:22]=1[C:31]([O:33][CH2:34][O:35][C:36](=[O:38])[CH3:37])=[O:32]. The catalyst is C(O)C.ClCCl.[Pd]. The product is [Br-:1].[CH3:20][N:18]([CH3:19])[C:12]1[CH:11]=[CH:10][C:9]2[C:14]([CH:13]=1)=[O+:15][C:16]1[C:7](=[CH:6][CH:5]=[C:4]([N:3]([CH3:2])[CH3:39])[CH:17]=1)[C:8]=2[C:21]1[CH:26]=[CH:25][C:24]([NH2:27])=[C:23]([NH2:30])[C:22]=1[C:31]([O:33][CH2:34][O:35][C:36](=[O:38])[CH3:37])=[O:32]. The yield is 0.509.